Task: Predict the reactants needed to synthesize the given product.. Dataset: Full USPTO retrosynthesis dataset with 1.9M reactions from patents (1976-2016) (1) Given the product [N:1]1([C:5]([C:7]2[O:8][C:9]3[C:15]([N:16]4[CH2:17][CH2:18][N:19]([CH2:31][CH2:30][C:26]5[CH:27]=[CH:28][CH:29]=[C:24]([O:23][CH3:22])[N:25]=5)[CH2:20][CH2:21]4)=[CH:14][CH:13]=[CH:12][C:10]=3[CH:11]=2)=[O:6])[CH2:4][CH2:3][CH2:2]1, predict the reactants needed to synthesize it. The reactants are: [N:1]1([C:5]([C:7]2[O:8][C:9]3[C:15]([N:16]4[CH2:21][CH2:20][NH:19][CH2:18][CH2:17]4)=[CH:14][CH:13]=[CH:12][C:10]=3[CH:11]=2)=[O:6])[CH2:4][CH2:3][CH2:2]1.[CH3:22][O:23][C:24]1[CH:29]=[CH:28][CH:27]=[C:26]([CH:30]=[CH2:31])[N:25]=1.C(O)(=O)C. (2) Given the product [F:26][C:4]([F:3])([F:25])[C:5]1[CH:10]=[CH:9][CH:8]=[CH:7][C:6]=1[C:11]1[CH:16]=[CH:15][N:14]2[N:17]=[CH:18][C:19]([C:20]([OH:22])=[O:21])=[C:13]2[N:12]=1, predict the reactants needed to synthesize it. The reactants are: [Li+].[OH-].[F:3][C:4]([F:26])([F:25])[C:5]1[CH:10]=[CH:9][CH:8]=[CH:7][C:6]=1[C:11]1[CH:16]=[CH:15][N:14]2[N:17]=[CH:18][C:19]([C:20]([O:22]CC)=[O:21])=[C:13]2[N:12]=1. (3) Given the product [CH3:25][C:5]1[CH:4]=[C:3]([CH:8]=[CH:7][CH:6]=1)[C:1]#[N:2], predict the reactants needed to synthesize it. The reactants are: [C:1]([C:3]1[CH:8]=[CH:7][C:6](C(=O)C(C2C=CC(OC)=CC=2)C(OCC)=O)=[C:5]([CH3:25])[CH:4]=1)#[N:2].